This data is from Full USPTO retrosynthesis dataset with 1.9M reactions from patents (1976-2016). The task is: Predict the reactants needed to synthesize the given product. (1) Given the product [Br:1][C:2]1[CH:3]=[C:4]([F:12])[C:5]([O:11][CH2:13][C@H:14]2[CH2:15][O:16]2)=[C:6]([C:8](=[O:10])[CH3:9])[CH:7]=1, predict the reactants needed to synthesize it. The reactants are: [Br:1][C:2]1[CH:3]=[C:4]([F:12])[C:5]([OH:11])=[C:6]([C:8](=[O:10])[CH3:9])[CH:7]=1.[CH2:13](OS(C1C=CC(C)=CC=1)(=O)=O)[C@@H:14]1[O:16][CH2:15]1.C([O-])([O-])=O.[K+].[K+]. (2) Given the product [NH2:15][C@H:16]([C:19]([OH:21])=[O:20])[CH2:17][SH:18].[NH2:15][C@H:16]([C:19]([OH:21])=[O:20])[CH2:17][SH:18].[NH2:15][C@H:16]([C:19]([OH:21])=[O:20])[CH2:17][SH:18].[OH:13][CH2:12][C@@H:10]([C@H:8]([C@@H:6]([C@@H:4]([CH2:3][OH:2])[OH:5])[OH:7])[OH:9])[OH:11], predict the reactants needed to synthesize it. The reactants are: Cl.[OH:2][CH2:3][C@@H:4]([C@H:6]([C@@H:8]([C@@H:10]([CH2:12][OH:13])[OH:11])[OH:9])[OH:7])[OH:5].Cl.[NH2:15][C@H:16]([C:19]([OH:21])=[O:20])[CH2:17][SH:18]. (3) Given the product [CH3:39][N:14]([CH3:13])[C:15]([C:17]1[CH:22]=[N:21][C:20]([O:23][C:24]2[C:29]3[CH:30]=[C:31]([CH3:33])[O:32][C:28]=3[CH:27]=[C:26]([C:34](=[O:35])[NH:8][C:5]3[CH:4]=[N:3][C:2]([CH3:1])=[CH:7][N:6]=3)[CH:25]=2)=[CH:19][N:18]=1)=[O:16], predict the reactants needed to synthesize it. The reactants are: [CH3:1][C:2]1[N:3]=[CH:4][C:5]([NH2:8])=[N:6][CH:7]=1.[Cl-].C[Al+]C.[CH3:13][N:14]([CH3:39])[C:15]([C:17]1[N:18]=[CH:19][C:20]([O:23][C:24]2[C:29]3[CH:30]=[C:31]([CH3:33])[O:32][C:28]=3[CH:27]=[C:26]([C:34](OCC)=[O:35])[CH:25]=2)=[N:21][CH:22]=1)=[O:16]. (4) Given the product [CH3:20][O:19][C:16]1[CH:17]=[C:18]2[C:13](=[CH:14][CH:15]=1)[N:12]=[CH:11][N:10]=[C:9]2[O:8][C@@H:6]1[CH2:5][N:4]([CH2:21][C@H:22]2[O:26][C:25](=[O:27])[N:24]([C:28]3[CH:29]=[CH:30][C:31]4[S:36][CH2:35][C:34](=[O:37])[NH:33][C:32]=4[CH:38]=3)[CH2:23]2)[C@H:3]([CH2:2][NH:1][C:40](=[O:41])[CH3:39])[CH2:7]1, predict the reactants needed to synthesize it. The reactants are: [NH2:1][CH2:2][C@@H:3]1[CH2:7][C@H:6]([O:8][C:9]2[C:18]3[C:13](=[CH:14][CH:15]=[C:16]([O:19][CH3:20])[CH:17]=3)[N:12]=[CH:11][N:10]=2)[CH2:5][N:4]1[CH2:21][C@H:22]1[O:26][C:25](=[O:27])[N:24]([C:28]2[CH:29]=[CH:30][C:31]3[S:36][CH2:35][C:34](=[O:37])[NH:33][C:32]=3[CH:38]=2)[CH2:23]1.[CH3:39][C:40](O)=[O:41].CCN(C(C)C)C(C)C.C1C=CC2N(O)N=NC=2C=1.C(Cl)CCl. (5) The reactants are: [CH3:1][Si:2]([C:5]#[CH:6])([CH3:4])[CH3:3].[Li]CCCC.[CH2:12]([O:14][C:15]([CH:17]1[CH2:22][C:21](=[O:23])[CH2:20][CH2:19][O:18]1)=[O:16])[CH3:13]. Given the product [CH2:12]([O:14][C:15]([CH:17]1[CH2:22][C:21]([OH:23])([C:6]#[C:5][Si:2]([CH3:4])([CH3:3])[CH3:1])[CH2:20][CH2:19][O:18]1)=[O:16])[CH3:13], predict the reactants needed to synthesize it.